From a dataset of Forward reaction prediction with 1.9M reactions from USPTO patents (1976-2016). Predict the product of the given reaction. (1) The product is: [C:18]([NH:9][C@@H:8]([C:10]([OH:12])=[O:11])[CH2:7][C:3]1[CH:2]=[N:1][CH:6]=[CH:5][CH:4]=1)([O:17][C:14]([CH3:16])([CH3:15])[CH3:13])=[O:19]. Given the reactants [N:1]1[CH:6]=[CH:5][CH:4]=[C:3]([CH2:7][C@H:8]([C:10]([OH:12])=[O:11])[NH2:9])[CH:2]=1.[CH3:13][C:14]([O:17][C:18](O[C:18]([O:17][C:14]([CH3:16])([CH3:15])[CH3:13])=[O:19])=[O:19])([CH3:16])[CH3:15].C(N(CC)CC)C, predict the reaction product. (2) Given the reactants BrC1C=CC=C(Br)C=1C(O)C.BrC1C=CC=C(Br)C=1C(O)C(F)(F)F.[Br:26][C:27]1[CH:32]=[CH:31][C:30]([Br:33])=[CH:29][C:28]=1[C:34](=[O:39])[C:35](F)(F)F, predict the reaction product. The product is: [Br:26][C:27]1[CH:32]=[CH:31][C:30]([Br:33])=[CH:29][C:28]=1[CH:34]([OH:39])[CH3:35]. (3) Given the reactants Br[C:2]1[C:11]2[C:6](=[CH:7][CH:8]=[CH:9][CH:10]=2)[C:5]([C:12]2[CH:17]=[CH:16][CH:15]=[CH:14][CH:13]=2)=[CH:4][CH:3]=1.CCCCCC.C([Li])CCC.[B:29](OC(C)C)([O:34]C(C)C)[O:30]C(C)C.Cl, predict the reaction product. The product is: [C:12]1([C:5]2[C:6]3[C:11](=[CH:10][CH:9]=[CH:8][CH:7]=3)[C:2]([B:29]([OH:34])[OH:30])=[CH:3][CH:4]=2)[CH:17]=[CH:16][CH:15]=[CH:14][CH:13]=1. (4) Given the reactants [C:1]1([CH:7]2[C:15]3[C:10](=[CH:11][CH:12]=[CH:13][CH:14]=3)[CH:9]=[CH:8]2)[CH:6]=[CH:5][CH:4]=[CH:3][CH:2]=1.C=O.[C:18]1([CH3:28])[CH:23]=[CH:22][C:21](S(O)(=O)=O)=[CH:20][CH:19]=1, predict the reaction product. The product is: [C:1]1([C:7]2[C:15]3[C:10](=[CH:11][CH:12]=[CH:13][CH:14]=3)[CH2:9][C:8]=2[CH2:9][C:8]2[CH2:28][C:18]3[C:23]([C:7]=2[C:1]2[CH:6]=[CH:5][CH:4]=[CH:3][CH:2]=2)=[CH:22][CH:21]=[CH:20][CH:19]=3)[CH:2]=[CH:3][CH:4]=[CH:5][CH:6]=1. (5) Given the reactants [C:1]([O:5][C:6]([NH:8][C@H:9]1[CH2:14][C@@H:13]([CH3:15])[CH2:12][N:11]([C:16]2[CH:21]=[CH:20][N:19]=[CH:18][C:17]=2[NH:22][C:23]([C:25]2[C:34]([NH:35]C(=O)OCC3C=CC=CC=3)=[CH:33][C:32]3[C:27](=[CH:28][C:29]([C:46]4[CH2:47][CH2:48][N:49]([CH3:52])[CH2:50][CH:51]=4)=[CH:30][CH:31]=3)[N:26]=2)=[O:24])[CH2:10]1)=[O:7])([CH3:4])([CH3:3])[CH3:2], predict the reaction product. The product is: [NH2:35][C:34]1[C:25]([C:23]([NH:22][C:17]2[CH:18]=[N:19][CH:20]=[CH:21][C:16]=2[N:11]2[CH2:12][C@H:13]([CH3:15])[CH2:14][C@H:9]([NH:8][C:6](=[O:7])[O:5][C:1]([CH3:4])([CH3:3])[CH3:2])[CH2:10]2)=[O:24])=[N:26][C:27]2[C:32]([CH:33]=1)=[CH:31][CH:30]=[C:29]([CH:46]1[CH2:51][CH2:50][N:49]([CH3:52])[CH2:48][CH2:47]1)[CH:28]=2. (6) Given the reactants [N+:1]([C:4]1[CH:12]=[C:11]2[C:7]([C:8](I)=[N:9][N:10]2[CH2:13][O:14][CH2:15][CH2:16][Si:17]([CH3:20])([CH3:19])[CH3:18])=[CH:6][CH:5]=1)([O-:3])=[O:2].[CH:22](B(O)O)=[CH:23][C:24]1[CH:29]=[CH:28][CH:27]=[CH:26][CH:25]=1.C1(C)C=CC=CC=1.[OH-].[Na+], predict the reaction product. The product is: [N+:1]([C:4]1[CH:12]=[C:11]2[C:7]([C:8]([CH:22]=[CH:23][C:24]3[CH:29]=[CH:28][CH:27]=[CH:26][CH:25]=3)=[N:9][N:10]2[CH2:13][O:14][CH2:15][CH2:16][Si:17]([CH3:20])([CH3:19])[CH3:18])=[CH:6][CH:5]=1)([O-:3])=[O:2].